From a dataset of Reaction yield outcomes from USPTO patents with 853,638 reactions. Predict the reaction yield, written as a fraction of the theoretical maximum amount of product (1.0 means a 100% yield; for example, 0.34 means a 34% yield). (1) The reactants are [H-].[Na+].[CH3:3][S:4]([NH2:7])(=[O:6])=[O:5].[F:8][CH:9]1[CH2:12][N:11]([C:13]2[CH:14]=[C:15]([CH:19]3[C:28]([CH3:30])([CH3:29])[CH2:27][C:26]4[C:21](=[CH:22][CH:23]=[C:24]([C:31](O)=[O:32])[CH:25]=4)[NH:20]3)[CH:16]=[CH:17][CH:18]=2)[CH2:10]1.C(N1C=CN=C1)(N1C=CN=C1)=O. The catalyst is CN(C)C=O. The product is [F:8][CH:9]1[CH2:12][N:11]([C:13]2[CH:14]=[C:15]([CH:19]3[C:28]([CH3:29])([CH3:30])[CH2:27][C:26]4[C:21](=[CH:22][CH:23]=[C:24]([C:31]([NH:7][S:4]([CH3:3])(=[O:6])=[O:5])=[O:32])[CH:25]=4)[NH:20]3)[CH:16]=[CH:17][CH:18]=2)[CH2:10]1. The yield is 0.200. (2) The reactants are [NH2:1]/[C:2](/OCC)=[CH:3]\[C:4](=O)[C:5]([F:8])([F:7])[F:6].Cl.[C:14]1([CH3:22])[CH:19]=[CH:18][C:17]([NH:20][NH2:21])=[CH:16][CH:15]=1.C(N(CC)CC)C. No catalyst specified. The product is [C:14]1([CH3:22])[CH:19]=[CH:18][C:17]([N:20]2[C:2]([NH2:1])=[CH:3][C:4]([C:5]([F:6])([F:7])[F:8])=[N:21]2)=[CH:16][CH:15]=1. The yield is 0.620. (3) The reactants are [C:1]([O:5][C:6](=[O:16])[NH:7][CH2:8][C:9]1[CH:14]=[CH:13][C:12]([Br:15])=[CH:11][CH:10]=1)([CH3:4])([CH3:3])[CH3:2].[CH3:17]I. The catalyst is CN(C=O)C. The product is [C:1]([O:5][C:6](=[O:16])[N:7]([CH2:8][C:9]1[CH:10]=[CH:11][C:12]([Br:15])=[CH:13][CH:14]=1)[CH3:17])([CH3:4])([CH3:2])[CH3:3]. The yield is 0.980. (4) The reactants are C(OC([N:8]1[CH2:12][CH2:11][C:10]([C:14]2[CH:19]=[CH:18][C:17]([Cl:20])=[CH:16][CH:15]=2)([OH:13])[CH2:9]1)=O)(C)(C)C.C(O)(C(F)(F)F)=O. The catalyst is C(Cl)Cl. The product is [Cl:20][C:17]1[CH:16]=[CH:15][C:14]([C:10]2([OH:13])[CH2:11][CH2:12][NH:8][CH2:9]2)=[CH:19][CH:18]=1. The yield is 0.753. (5) The reactants are [C:1]([O:12][CH3:13])(=[O:11])[CH2:2][CH2:3][CH2:4][CH2:5][CH2:6][CH2:7][C:8]([O-:10])=O.CCN=C=NCCCN(C)C.Cl.C1C=CC2N(O)N=NC=2C=1.C(N(CC)CC)C.[CH2:43]([O:47][CH:48]([O:50][NH2:51])[CH3:49])[CH:44]([CH3:46])[CH3:45]. The catalyst is C1COCC1.C(Cl)Cl. The product is [CH3:13][O:12][C:1](=[O:11])[CH2:2][CH2:3][CH2:4][CH2:5][CH2:6][CH2:7][C:8](=[O:10])[NH:51][O:50][CH:48]([O:47][CH2:43][CH:44]([CH3:46])[CH3:45])[CH3:49]. The yield is 0.910.